This data is from Forward reaction prediction with 1.9M reactions from USPTO patents (1976-2016). The task is: Predict the product of the given reaction. (1) Given the reactants [Cl:1][C:2]1[C:7]([Cl:8])=[CH:6][N:5]=[C:4]2[NH:9][C:10]([C:12]3[CH:13]=[N:14][N:15]([CH3:17])[CH:16]=3)=[CH:11][C:3]=12.[H-].[Na+].Cl[CH2:21][O:22][CH2:23][CH2:24][Si:25]([CH3:28])([CH3:27])[CH3:26], predict the reaction product. The product is: [Cl:1][C:2]1[C:7]([Cl:8])=[CH:6][N:5]=[C:4]2[N:9]([CH2:21][O:22][CH2:23][CH2:24][Si:25]([CH3:28])([CH3:27])[CH3:26])[C:10]([C:12]3[CH:13]=[N:14][N:15]([CH3:17])[CH:16]=3)=[CH:11][C:3]=12. (2) Given the reactants [Cl:1][C:2]1[C:3]([O:12][C:13]2[CH:18]=[CH:17][CH:16]=[CH:15][CH:14]=2)=[CH:4][C:5]([N+:9]([O-])=O)=[C:6]([NH2:8])[CH:7]=1.[CH3:19]OC(OC)OC.S(S([O-])=O)([O-])=O.[Na+].[Na+].C(=O)(O)[O-].[Na+], predict the reaction product. The product is: [Cl:1][C:2]1[C:3]([O:12][C:13]2[CH:18]=[CH:17][CH:16]=[CH:15][CH:14]=2)=[CH:4][C:5]2[N:9]=[CH:19][NH:8][C:6]=2[CH:7]=1.